From a dataset of Reaction yield outcomes from USPTO patents with 853,638 reactions. Predict the reaction yield, written as a fraction of the theoretical maximum amount of product (1.0 means a 100% yield; for example, 0.34 means a 34% yield). (1) The reactants are [CH2:1]([OH:19])[CH2:2][CH2:3][CH2:4][CH2:5][CH2:6][CH2:7][CH2:8][CH2:9][CH2:10][CH2:11][CH2:12][CH2:13][CH2:14][CH2:15][CH2:16][CH2:17][CH3:18].[C:20]12[C:26](=[CH:27][CH:28]=[CH:29][CH:30]=1)[NH:25]C(=O)O[C:21]2=[O:22].CO. The catalyst is CN(C)C=O. The product is [C:21]([O:19][CH2:1][CH2:2][CH2:3][CH2:4][CH2:5][CH2:6][CH2:7][CH2:8][CH2:9][CH2:10][CH2:11][CH2:12][CH2:13][CH2:14][CH2:15][CH2:16][CH2:17][CH3:18])(=[O:22])[C:20]1[C:26](=[CH:27][CH:28]=[CH:29][CH:30]=1)[NH2:25]. The yield is 0.850. (2) The reactants are [C:1]1([CH2:7][CH2:8][C:9]([NH:11][C:12]2[CH:21]=[CH:20][C:15]([C:16](OC)=[O:17])=[CH:14][CH:13]=2)=[O:10])[CH:6]=[CH:5][CH:4]=[CH:3][CH:2]=1.O.[NH2:23][NH2:24]. The catalyst is CCO. The product is [NH:23]([C:16]([C:15]1[CH:20]=[CH:21][C:12]([NH:11][C:9](=[O:10])[CH2:8][CH2:7][C:1]2[CH:6]=[CH:5][CH:4]=[CH:3][CH:2]=2)=[CH:13][CH:14]=1)=[O:17])[NH2:24]. The yield is 0.770.